This data is from Reaction yield outcomes from USPTO patents with 853,638 reactions. The task is: Predict the reaction yield, written as a fraction of the theoretical maximum amount of product (1.0 means a 100% yield; for example, 0.34 means a 34% yield). The reactants are C(O)(C(F)(F)F)=O.[F:8][C:9]1[CH:10]=[C:11]([NH:20][C:21]([C@@H:23]2[N:32]([C:33]([C@H:35]3[CH2:38][C@H:37]([CH2:39][C:40]([O:42]C(C)(C)C)=[O:41])[CH2:36]3)=[O:34])[CH2:31][CH2:30][C:29]3[N:28]=[C:27]([O:47][CH3:48])[CH:26]=[CH:25][C:24]2=3)=[O:22])[CH:12]=[C:13]([F:19])[C:14]=1[Si:15]([CH3:18])([CH3:17])[CH3:16].C(=O)([O-])O.[Na+]. No catalyst specified. The product is [F:8][C:9]1[CH:10]=[C:11]([NH:20][C:21]([C@@H:23]2[N:32]([C:33]([C@H:35]3[CH2:36][C@H:37]([CH2:39][C:40]([OH:42])=[O:41])[CH2:38]3)=[O:34])[CH2:31][CH2:30][C:29]3[N:28]=[C:27]([O:47][CH3:48])[CH:26]=[CH:25][C:24]2=3)=[O:22])[CH:12]=[C:13]([F:19])[C:14]=1[Si:15]([CH3:18])([CH3:17])[CH3:16]. The yield is 0.663.